This data is from Reaction yield outcomes from USPTO patents with 853,638 reactions. The task is: Predict the reaction yield, written as a fraction of the theoretical maximum amount of product (1.0 means a 100% yield; for example, 0.34 means a 34% yield). (1) The reactants are Cl[C:2]1[CH:3]=[C:4]([C:22]2[N:27]=[C:26]([C:28]3[CH:33]=[CH:32][CH:31]=[CH:30][CH:29]=3)[N:25]=[C:24]([C:34]3[CH:39]=[CH:38][CH:37]=[CH:36][CH:35]=3)[N:23]=2)[CH:5]=[C:6]([C:8]2[C:9]3[C:14]([CH:15]=[C:16]4[C:21]=2[CH:20]=[CH:19][CH:18]=[CH:17]4)=[CH:13][CH:12]=[CH:11][CH:10]=3)[CH:7]=1.[CH3:40][C:41]1[CH:46]=[C:45]([CH3:47])[N:44]=[C:43]([C:48]2[CH:53]=[CH:52][C:51](B3OC(C)(C)C(C)(C)O3)=[CH:50][CH:49]=2)[N:42]=1.C(=O)([O-])[O-].[K+].[K+].O1CCCC1. The catalyst is C([O-])(=O)C.[Pd+2].C([O-])(=O)C.C1(P(C2CCCCC2)C2C=CC=CC=2C2C(C(C)C)=CC(C(C)C)=CC=2C(C)C)CCCCC1.O.CO. The product is [CH:20]1[C:21]2[C:16](=[CH:15][C:14]3[C:9]([C:8]=2[C:6]2[CH:5]=[C:4]([C:22]4[N:27]=[C:26]([C:28]5[CH:29]=[CH:30][CH:31]=[CH:32][CH:33]=5)[N:25]=[C:24]([C:34]5[CH:35]=[CH:36][CH:37]=[CH:38][CH:39]=5)[N:23]=4)[CH:3]=[C:2]([C:51]4[CH:50]=[CH:49][C:48]([C:43]5[N:44]=[C:45]([CH3:47])[CH:46]=[C:41]([CH3:40])[N:42]=5)=[CH:53][CH:52]=4)[CH:7]=2)=[CH:10][CH:11]=[CH:12][CH:13]=3)[CH:17]=[CH:18][CH:19]=1. The yield is 0.980. (2) The reactants are [CH2:1]([C:3]1[CH:8]=[CH:7][C:6]([CH:9]([C:11]2[CH:16]=[CH:15][N:14]=[CH:13][C:12]=2[O:17]COCC[Si](C)(C)C)[OH:10])=[CH:5][CH:4]=1)[CH3:2].O1CCCC1.O.C1(C)C=CC(S(O)(=O)=O)=CC=1.C(=O)(O)[O-].[Na+]. The catalyst is O. The product is [CH2:1]([C:3]1[CH:4]=[CH:5][C:6]([CH:9]([C:11]2[CH:16]=[CH:15][N:14]=[CH:13][C:12]=2[OH:17])[OH:10])=[CH:7][CH:8]=1)[CH3:2]. The yield is 0.860. (3) The reactants are [CH3:1][O:2][C:3]1[C:8]2[N:9]=[C:10]([NH:12][C:13](=[O:20])[C:14]3[CH:19]=[CH:18][CH:17]=[CH:16][CH:15]=3)[S:11][C:7]=2[C:6]([N:21]2[CH2:26][CH2:25][S:24][CH2:23][CH2:22]2)=[CH:5][CH:4]=1.I([O-])(=O)(=O)=[O:28].[Na+].O.ClCCl. The catalyst is O1CCOCC1. The product is [CH3:1][O:2][C:3]1[C:8]2[N:9]=[C:10]([NH:12][C:13](=[O:20])[C:14]3[CH:19]=[CH:18][CH:17]=[CH:16][CH:15]=3)[S:11][C:7]=2[C:6]([N:21]2[CH2:22][CH2:23][S:24](=[O:28])[CH2:25][CH2:26]2)=[CH:5][CH:4]=1. The yield is 0.210. (4) The reactants are [C:1]1([NH:7][NH2:8])[CH:6]=[CH:5][CH:4]=[CH:3][CH:2]=1.O=C(CC(OC)=O)CC(OC)=O.C(OC(OCC)(OCC)C)C.NCC1C=NC=CC=1.[CH3:40][C:41]1[N:42]([CH2:70][C:71]2[CH:72]=[N:73][CH:74]=[CH:75][CH:76]=2)[C:43](=[O:69])[CH:44]=[C:45]2N(C(=O)CCCOC3C=CC=CC=3)N(C3C=CC=CC=3)[C:47](=[O:68])[C:46]=12.C(N(CC)CC)(C)C.[CH3:85][O:86][C:87]1[CH:88]=[C:89]([CH2:93][C:94](Cl)=[O:95])[CH:90]=[CH:91][CH:92]=1. The catalyst is CN(C=O)C. The product is [CH3:85][O:86][C:87]1[CH:88]=[C:89]([CH2:93][C:94]([N:8]2[C:45]3[C:46](=[C:41]([CH3:40])[N:42]([CH2:70][C:71]4[CH:72]=[N:73][CH:74]=[CH:75][CH:76]=4)[C:43](=[O:69])[CH:44]=3)[C:47](=[O:68])[N:7]2[C:1]2[CH:6]=[CH:5][CH:4]=[CH:3][CH:2]=2)=[O:95])[CH:90]=[CH:91][CH:92]=1. The yield is 0.530. (5) The reactants are [CH:1]1([OH:6])[CH2:5][CH2:4][CH2:3][CH2:2]1.[H-].[Na+].Br[C:10]1[S:11][CH:12]=[CH:13][CH:14]=1.[C-]#N.[Na+]. The catalyst is O.O1CCOCC1. The product is [CH:1]1([O:6][C:10]2[S:11][CH:12]=[CH:13][CH:14]=2)[CH2:5][CH2:4][CH2:3][CH2:2]1. The yield is 0.252. (6) The reactants are [CH3:13][C:12]([O:11][C:9](O[C:9]([O:11][C:12]([CH3:15])([CH3:14])[CH3:13])=[O:10])=[O:10])([CH3:15])[CH3:14].Cl.[OH:17][C:18]1[CH:27]=[CH:26][C:25]2[CH:24]([C:28]([O:30][CH2:31][CH3:32])=[O:29])[NH:23][CH2:22][CH2:21][C:20]=2[N:19]=1.C1COCC1.[Na+].[Cl-]. The catalyst is O. The product is [OH:17][C:18]1[CH:27]=[CH:26][C:25]2[CH:24]([C:28]([O:30][CH2:31][CH3:32])=[O:29])[N:23]([C:9]([O:11][C:12]([CH3:13])([CH3:14])[CH3:15])=[O:10])[CH2:22][CH2:21][C:20]=2[N:19]=1. The yield is 0.660.